Regression. Given two drug SMILES strings and cell line genomic features, predict the synergy score measuring deviation from expected non-interaction effect. From a dataset of NCI-60 drug combinations with 297,098 pairs across 59 cell lines. (1) Drug 1: CS(=O)(=O)C1=CC(=C(C=C1)C(=O)NC2=CC(=C(C=C2)Cl)C3=CC=CC=N3)Cl. Drug 2: C1CNP(=O)(OC1)N(CCCl)CCCl. Cell line: ACHN. Synergy scores: CSS=-0.846, Synergy_ZIP=1.81, Synergy_Bliss=3.92, Synergy_Loewe=0.578, Synergy_HSA=0.150. (2) Drug 1: C1=CC=C(C=C1)NC(=O)CCCCCCC(=O)NO. Drug 2: CC(C)CN1C=NC2=C1C3=CC=CC=C3N=C2N. Cell line: OVCAR-4. Synergy scores: CSS=3.21, Synergy_ZIP=-1.58, Synergy_Bliss=0.663, Synergy_Loewe=-3.65, Synergy_HSA=-3.24.